This data is from Peptide-MHC class I binding affinity with 185,985 pairs from IEDB/IMGT. The task is: Regression. Given a peptide amino acid sequence and an MHC pseudo amino acid sequence, predict their binding affinity value. This is MHC class I binding data. (1) The peptide sequence is ITPSYVAF. The MHC is H-2-Kb with pseudo-sequence H-2-Kb. The binding affinity (normalized) is 0.245. (2) The peptide sequence is IRKPKHLYV. The MHC is HLA-B39:01 with pseudo-sequence HLA-B39:01. The binding affinity (normalized) is 0.0847. (3) The peptide sequence is IIPFIAYFV. The MHC is HLA-A31:01 with pseudo-sequence HLA-A31:01. The binding affinity (normalized) is 0.382. (4) The peptide sequence is TTTAATPSV. The MHC is Mamu-A01 with pseudo-sequence Mamu-A01. The binding affinity (normalized) is 0.512. (5) The peptide sequence is RLLRMNNEN. The MHC is HLA-A26:01 with pseudo-sequence HLA-A26:01. The binding affinity (normalized) is 0.0847. (6) The peptide sequence is AFASLQDML. The MHC is HLA-B15:01 with pseudo-sequence HLA-B15:01. The binding affinity (normalized) is 0.0847. (7) The peptide sequence is LLRALRLTK. The MHC is HLA-A33:01 with pseudo-sequence HLA-A33:01. The binding affinity (normalized) is 0.0682.